Dataset: Forward reaction prediction with 1.9M reactions from USPTO patents (1976-2016). Task: Predict the product of the given reaction. (1) Given the reactants Cl.Cl.[CH2:3]([N:10]([CH2:31][CH2:32][N:33]([CH3:35])[CH3:34])[C:11]([CH2:13][N:14]([C:21]1[CH:22]=[CH:23][CH:24]=[C:25]2[C:30]=1[CH2:29][NH:28][CH2:27][CH2:26]2)[C:15](=[O:20])[C:16]([F:19])([F:18])[F:17])=[O:12])[C:4]1[CH:9]=[CH:8][CH:7]=[CH:6][CH:5]=1.[CH3:36][S:37](Cl)(=[O:39])=[O:38].N1C=CC=CC=1.C([O-])(O)=O.[Na+], predict the reaction product. The product is: [CH3:34][N:33]([CH3:35])[CH2:32][CH2:31][N:10]([CH2:3][C:4]1[CH:9]=[CH:8][CH:7]=[CH:6][C:5]=1[C:16]([F:19])([F:18])[F:17])[C:11](=[O:12])[CH2:13][N:14]([C:21]1[CH:22]=[CH:23][CH:24]=[C:25]2[C:30]=1[CH2:29][N:28]([S:37]([CH3:36])(=[O:39])=[O:38])[CH2:27][CH2:26]2)[C:15](=[O:20])[C:16]([F:17])([F:18])[F:19]. (2) Given the reactants [CH3:1][C:2]([S:5]([NH2:7])=[O:6])([CH3:4])[CH3:3].[CH3:8][O:9][C:10]1[CH:11]=[C:12]([CH:23]=[CH:24][CH:25]=1)[C:13]([C:15]1[C:16]([C:21]#[N:22])=[N:17][CH:18]=[CH:19][CH:20]=1)=O.CO.CCOC(C)=O, predict the reaction product. The product is: [C:21]([C:16]1[C:15]([C:13]([C:12]2[CH:23]=[CH:24][CH:25]=[C:10]([O:9][CH3:8])[CH:11]=2)=[N:7][S:5]([C:2]([CH3:4])([CH3:3])[CH3:1])=[O:6])=[CH:20][CH:19]=[CH:18][N:17]=1)#[N:22]. (3) Given the reactants [CH3:1][C:2]1([CH3:9])[C:7](=[O:8])[CH2:6][CH2:5][O:4][CH2:3]1.[CH:10](OCC)=[O:11].[O-]CC.[Na+], predict the reaction product. The product is: [OH:11][CH:10]=[C:6]1[CH2:5][O:4][CH2:3][C:2]([CH3:9])([CH3:1])[C:7]1=[O:8]. (4) Given the reactants CC(O)=O.[O:5]1[CH2:10][CH2:9][CH:8]([CH:11]=O)[CH2:7][CH2:6]1.[NH2:13][C:14]1[CH:15]=[C:16]([C@H:20]([OH:24])[CH2:21][C:22]#[N:23])[CH:17]=[CH:18][CH:19]=1.[BH-](OC(C)=O)(OC(C)=O)OC(C)=O.[Na+], predict the reaction product. The product is: [OH:24][C@@H:20]([C:16]1[CH:17]=[CH:18][CH:19]=[C:14]([NH:13][CH2:11][CH:8]2[CH2:7][CH2:6][O:5][CH2:10][CH2:9]2)[CH:15]=1)[CH2:21][C:22]#[N:23]. (5) The product is: [F:38][C:37]([F:40])([F:39])[C:35]([OH:41])=[O:36].[NH2:8][C:9]1[CH:34]=[CH:33][C:12]([CH2:13][C:14]2[CH:23]=[C:22]3[C:17]([CH:18]=[C:19]([C:28]([OH:30])=[O:29])[CH:20]([C:24]([F:27])([F:25])[F:26])[O:21]3)=[CH:16][CH:15]=2)=[CH:11][CH:10]=1. Given the reactants C(OC([NH:8][C:9]1[CH:34]=[CH:33][C:12]([CH2:13][C:14]2[CH:23]=[C:22]3[C:17]([CH:18]=[C:19]([C:28]([O:30]CC)=[O:29])[CH:20]([C:24]([F:27])([F:26])[F:25])[O:21]3)=[CH:16][CH:15]=2)=[CH:11][CH:10]=1)=O)(C)(C)C.[C:35]([OH:41])([C:37]([F:40])([F:39])[F:38])=[O:36].[OH-].[Na+], predict the reaction product. (6) Given the reactants C(O[BH-](OC(=O)C)OC(=O)C)(=O)C.[Na+].[O:15]=[C:16]1[N:20]([C:21]([C:34]2[CH:39]=[CH:38][CH:37]=[CH:36][CH:35]=2)([C:28]2[CH:33]=[CH:32][CH:31]=[CH:30][CH:29]=2)[C:22]2[CH:27]=[CH:26][CH:25]=[CH:24][CH:23]=2)[C:19]2[CH:40]=[CH:41][C:42]([C:44]3[CH:45]=[C:46]([CH:49]=O)[O:47][CH:48]=3)=[CH:43][C:18]=2[O:17]1.[CH3:51][N:52]1[CH2:57][CH2:56][CH:55]([NH2:58])[CH2:54][CH2:53]1.C(O)(=O)C, predict the reaction product. The product is: [CH3:51][N:52]1[CH2:57][CH2:56][CH:55]([NH:58][CH2:49][C:46]2[O:47][CH:48]=[C:44]([C:42]3[CH:41]=[CH:40][C:19]4[N:20]([C:21]([C:34]5[CH:39]=[CH:38][CH:37]=[CH:36][CH:35]=5)([C:28]5[CH:33]=[CH:32][CH:31]=[CH:30][CH:29]=5)[C:22]5[CH:23]=[CH:24][CH:25]=[CH:26][CH:27]=5)[C:16](=[O:15])[O:17][C:18]=4[CH:43]=3)[CH:45]=2)[CH2:54][CH2:53]1. (7) Given the reactants C(OC([NH:11][CH2:12][C:13]#[C:14][C:15]1[CH:16]=[CH:17][C:18]([C:21]#[C:22][CH2:23][NH:24]C(=O)OCC2C=CC=CC=2)=[N:19][CH:20]=1)=O)C1C=CC=CC=1.[H][H], predict the reaction product. The product is: [NH2:11][CH2:12][CH2:13][CH2:14][C:15]1[CH:16]=[CH:17][C:18]([CH2:21][CH2:22][CH2:23][NH2:24])=[N:19][CH:20]=1. (8) Given the reactants [Cl:1][C:2]1[CH:10]=[C:9]2[C:5]([CH2:6][C:7](=[O:11])[NH:8]2)=[CH:4][CH:3]=1.[NH:12]1[C:20]2[C:15](=[CH:16][CH:17]=[CH:18][CH:19]=2)[CH:14]=[C:13]1[CH:21]=O, predict the reaction product. The product is: [Cl:1][C:2]1[CH:10]=[C:9]2[C:5]([C:6](=[CH:21][C:13]3[NH:12][C:20]4[C:15]([CH:14]=3)=[CH:16][CH:17]=[CH:18][CH:19]=4)[C:7](=[O:11])[NH:8]2)=[CH:4][CH:3]=1. (9) The product is: [Cl:1][C:2]1[N:7]=[CH:6][N:5]=[C:4]([C:8]([N:17]2[C:18]3[C:14](=[CH:13][C:12]([F:11])=[CH:20][CH:19]=3)[CH2:15][CH2:16]2)=[O:9])[CH:3]=1. Given the reactants [Cl:1][C:2]1[N:7]=[CH:6][N:5]=[C:4]([C:8](Cl)=[O:9])[CH:3]=1.[F:11][C:12]1[CH:13]=[C:14]2[C:18](=[CH:19][CH:20]=1)[NH:17][CH2:16][CH2:15]2.[OH-].[Na+].C(=O)([O-])O.[Na+], predict the reaction product. (10) The product is: [Br:34][C:35]1[CH:36]=[CH:37][C:38]([CH:39]([NH:40][C:41]2[CH:46]=[CH:45][C:44]([F:47])=[CH:43][CH:42]=2)[CH:12]([CH2:11][CH2:10][CH:9]([O:8][Si:1]([C:4]([CH3:7])([CH3:5])[CH3:6])([CH3:3])[CH3:2])[C:27]2[CH:32]=[CH:31][C:30]([F:33])=[CH:29][CH:28]=2)[C:13]([N:15]2[CH:19]([C:20]3[CH:25]=[CH:24][CH:23]=[CH:22][CH:21]=3)[CH2:18][O:17][C:16]2=[O:26])=[O:14])=[CH:48][CH:49]=1. Given the reactants [Si:1]([O:8][CH:9]([C:27]1[CH:32]=[CH:31][C:30]([F:33])=[CH:29][CH:28]=1)[CH2:10][CH2:11][CH2:12][C:13]([N:15]1[CH:19]([C:20]2[CH:25]=[CH:24][CH:23]=[CH:22][CH:21]=2)[CH2:18][O:17][C:16]1=[O:26])=[O:14])([C:4]([CH3:7])([CH3:6])[CH3:5])([CH3:3])[CH3:2].[Br:34][C:35]1[CH:49]=[CH:48][C:38]([CH:39]=[N:40][C:41]2[CH:46]=[CH:45][C:44]([F:47])=[CH:43][CH:42]=2)=[CH:37][CH:36]=1.C(N(C(C)C)C(C)C)C.C[Si](Cl)(C)C.C(O)(=O)C(C(C(O)=O)O)O.S([O-])(O)=O.[Na+], predict the reaction product.